Dataset: Reaction yield outcomes from USPTO patents with 853,638 reactions. Task: Predict the reaction yield, written as a fraction of the theoretical maximum amount of product (1.0 means a 100% yield; for example, 0.34 means a 34% yield). (1) The reactants are [Cl-].[CH3:2][C:3]1[N:8]2[N:9]=[C:10]([CH2:12][P+](C3C=CC=CC=3)(C3C=CC=CC=3)C3C=CC=CC=3)[N:11]=[C:7]2[C:6]([CH3:32])=[CH:5][N:4]=1.[CH3:33][N:34]1[C:38]([CH:39]=O)=[N:37][C:36]([N:41]2[CH2:45][CH2:44][CH2:43][CH:42]2[CH3:46])=[N:35]1. No catalyst specified. The product is [CH3:2][C:3]1[N:8]2[N:9]=[C:10](/[CH:12]=[CH:39]/[C:38]3[N:34]([CH3:33])[N:35]=[C:36]([N:41]4[CH2:45][CH2:44][CH2:43][CH:42]4[CH3:46])[N:37]=3)[N:11]=[C:7]2[C:6]([CH3:32])=[CH:5][N:4]=1. The yield is 0.736. (2) The reactants are Cl[C:2]1[C:3](=[O:18])[N:4]([CH2:14][CH2:15][O:16][CH3:17])[C:5](=[O:13])[C:6]=1[C:7]1[CH:12]=[CH:11][CH:10]=[CH:9][CH:8]=1.[CH3:19][S:20][C:21]1[CH:27]=[CH:26][C:24]([NH2:25])=[CH:23][CH:22]=1.O. The catalyst is CC#N. The product is [CH3:17][O:16][CH2:15][CH2:14][N:4]1[C:5](=[O:13])[C:6]([C:7]2[CH:12]=[CH:11][CH:10]=[CH:9][CH:8]=2)=[C:2]([NH:25][C:24]2[CH:26]=[CH:27][C:21]([S:20][CH3:19])=[CH:22][CH:23]=2)[C:3]1=[O:18]. The yield is 0.500. (3) The reactants are P(Cl)(Cl)(Cl)=O.[Cl:6][C:7]1[CH:12]=[N:11][CH:10]=[C:9]([N:13]2[CH2:18][CH2:17][CH2:16][CH2:15][CH:14]2[CH3:19])[N:8]=1.O.CN([CH:24]=[O:25])C. No catalyst specified. The product is [Cl:6][C:7]1[C:12]([CH:24]=[O:25])=[N:11][CH:10]=[C:9]([N:13]2[CH2:18][CH2:17][CH2:16][CH2:15][CH:14]2[CH3:19])[N:8]=1. The yield is 0.570. (4) The reactants are [O:1]1[C:5]2[CH:6]=[CH:7][CH:8]=[CH:9][C:4]=2[N:3]=[C:2]1[C:10]1[CH:11]=[C:12]([NH2:21])[CH:13]=[CH:14][C:15]=1[O:16][C:17]([F:20])([F:19])[F:18].Cl.Cl[C:24](OC(Cl)(Cl)Cl)=[O:25]. The catalyst is C1(C)C=CC=CC=1.C(OCC)(=O)C. The product is [N:21]([C:12]1[CH:13]=[CH:14][C:15]([O:16][C:17]([F:19])([F:18])[F:20])=[C:10]([C:2]2[O:1][C:5]3[CH:6]=[CH:7][CH:8]=[CH:9][C:4]=3[N:3]=2)[CH:11]=1)=[C:24]=[O:25]. The yield is 0.700.